This data is from Reaction yield outcomes from USPTO patents with 853,638 reactions. The task is: Predict the reaction yield, written as a fraction of the theoretical maximum amount of product (1.0 means a 100% yield; for example, 0.34 means a 34% yield). (1) The reactants are [C:1]([O:5][C:6]([NH:8][C@@H:9]([C:11]1[CH:20]=[CH:19][C:18]2[C:13](=[CH:14][C:15](/[CH:21]=[CH:22]/[C:23]3([C:29]([OH:31])=[O:30])[CH2:28][O:27][CH2:26][CH2:25][O:24]3)=[CH:16][CH:17]=2)[N:12]=1)[CH3:10])=[O:7])([CH3:4])([CH3:3])[CH3:2].[Cl:32][C:33]([Cl:57])([Cl:56])[CH2:34][O:35][C:36]([C@@H:38]1[CH2:43][CH2:42][CH2:41][N:40]([C:44](=[O:55])[C@@H:45]([NH:47][C:48](=[O:54])[C@@H:49](O)[CH:50]([CH3:52])[CH3:51])[CH3:46])[NH:39]1)=[O:37].C(N(CC)C(C)C)(C)C.CC1C=CC=C([N+]([O-])=O)C=1C(OC(=O)C1C([N+]([O-])=O)=CC=CC=1C)=O. The catalyst is CN(C)C1C=CN=CC=1.ClCCl. The product is [Cl:56][C:33]([Cl:32])([Cl:57])[CH2:34][O:35][C:36]([C@@H:38]1[CH2:43][CH2:42][CH2:41][N:40]([C:44](=[O:55])[C@@H:45]([NH:47][C:48](=[O:54])[C@@H:49]([O:30][C:29]([C:23]2(/[CH:22]=[CH:21]/[C:15]3[CH:14]=[C:13]4[C:18]([CH:19]=[CH:20][C:11]([C@H:9]([NH:8][C:6]([O:5][C:1]([CH3:2])([CH3:3])[CH3:4])=[O:7])[CH3:10])=[N:12]4)=[CH:17][CH:16]=3)[CH2:28][O:27][CH2:26][CH2:25][O:24]2)=[O:31])[CH:50]([CH3:51])[CH3:52])[CH3:46])[NH:39]1)=[O:37]. The yield is 0.550. (2) The product is [ClH:4].[NH2:5][C:6]1[C:11]([C:12]2[CH:13]=[CH:14][C:15]([NH:18][C:19]([C:21]3[C:26](=[O:27])[C:25]([C:28]4[CH:29]=[CH:30][C:31]([F:34])=[CH:32][CH:33]=4)=[CH:24][N:23]([CH2:35][C:36]([F:37])([F:38])[F:39])[CH:22]=3)=[O:20])=[CH:16][CH:17]=2)=[CH:10][C:9]([C:40]2[CH:45]=[CH:44][C:43]([O:46][CH3:47])=[C:42]([O:48][CH3:49])[CH:41]=2)=[CH:8][N:7]=1. The yield is 0.970. The reactants are C(O)C.[ClH:4].[NH2:5][C:6]1[C:11]([C:12]2[CH:17]=[CH:16][C:15]([NH:18][C:19]([C:21]3[C:26](=[O:27])[C:25]([C:28]4[CH:33]=[CH:32][C:31]([F:34])=[CH:30][CH:29]=4)=[CH:24][N:23]([CH2:35][C:36]([F:39])([F:38])[F:37])[CH:22]=3)=[O:20])=[CH:14][CH:13]=2)=[CH:10][C:9]([C:40]2[CH:45]=[CH:44][C:43]([O:46][CH3:47])=[C:42]([O:48][CH3:49])[CH:41]=2)=[CH:8][N:7]=1. The catalyst is O. (3) The reactants are [F:1][C:2]([F:13])([F:12])[O:3][C:4]1[CH:5]=[C:6]([CH2:10][NH2:11])[CH:7]=[CH:8][CH:9]=1.[F:14][C:15]([F:20])([F:19])[CH:16]1[O:18][CH2:17]1. No catalyst specified. The product is [F:1][C:2]([F:12])([F:13])[O:3][C:4]1[CH:5]=[C:6]([CH2:10][NH:11][CH2:17][CH:16]([OH:18])[C:15]([F:20])([F:19])[F:14])[CH:7]=[CH:8][CH:9]=1. The yield is 0.370. (4) The reactants are C(NC(C)C)(C)C.[Li]CCCC.[C:13]([CH:15]1[CH2:18][N:17]([C:19]([O:21][C:22]([CH3:25])([CH3:24])[CH3:23])=[O:20])[CH2:16]1)#[N:14].Br[CH2:27][F:28]. The catalyst is C1COCC1. The product is [C:13]([C:15]1([CH2:27][F:28])[CH2:18][N:17]([C:19]([O:21][C:22]([CH3:25])([CH3:24])[CH3:23])=[O:20])[CH2:16]1)#[N:14]. The yield is 0.940. (5) The reactants are Cl[CH2:2][C:3]1[CH:21]=[CH:20][C:6]([O:7][CH2:8][C:9]2[N:10]=[C:11]([C:15]3[O:16][CH:17]=[CH:18][CH:19]=3)[O:12][C:13]=2[CH3:14])=[CH:5][CH:4]=1.[CH2:22]([N:29]1[CH:33]=[C:32]([C:34]([O:36][CH2:37][CH3:38])=[O:35])[C:31]([OH:39])=[N:30]1)[C:23]1[CH:28]=[CH:27][CH:26]=[CH:25][CH:24]=1.C(=O)([O-])[O-].[K+].[K+].CN(C)C=O. The catalyst is O. The product is [CH2:22]([N:29]1[CH:33]=[C:32]([C:34]([O:36][CH2:37][CH3:38])=[O:35])[C:31]([O:39][CH2:2][C:3]2[CH:21]=[CH:20][C:6]([O:7][CH2:8][C:9]3[N:10]=[C:11]([C:15]4[O:16][CH:17]=[CH:18][CH:19]=4)[O:12][C:13]=3[CH3:14])=[CH:5][CH:4]=2)=[N:30]1)[C:23]1[CH:24]=[CH:25][CH:26]=[CH:27][CH:28]=1. The yield is 0.960. (6) The reactants are [CH3:1][O:2][C:3]1[C@@H:4]([CH:11]([CH3:13])[CH3:12])[N:5]=[C:6]([O:9][CH3:10])[CH2:7][N:8]=1.C([Li])CCC.C([Cu])#N.C([Cu])#N.C1COCC1.Br[CH2:31][C:32]1[CH:37]=[CH:36][C:35]([O:38][CH3:39])=[CH:34][C:33]=1[I:40].[NH4+].[Cl-]. The catalyst is C1COCC1. The product is [CH3:1][O:2][C:3]1[C@@H:4]([CH:11]([CH3:13])[CH3:12])[N:5]=[C:6]([O:9][CH3:10])[C@H:7]([CH2:31][C:32]2[CH:37]=[CH:36][C:35]([O:38][CH3:39])=[CH:34][C:33]=2[I:40])[N:8]=1. The yield is 0.750. (7) The reactants are [F:1][C:2]1[CH:10]=[CH:9][C:5]2[O:6][CH2:7][O:8][C:4]=2[C:3]=1[NH2:11].[I:12](Cl)(=O)=O.I(Cl)(=O)=O.C([N+](C)(C)C)C1C=CC=CC=1.C(=O)([O-])[O-].[Ca+2]. The catalyst is ClCCl.CO. The product is [NH2:11][C:3]1[C:4]2[O:8][CH2:7][O:6][C:5]=2[C:9]([I:12])=[CH:10][C:2]=1[F:1]. The yield is 0.570. (8) No catalyst specified. The product is [F:36][CH2:30][CH2:29][N:11]1[CH2:10][CH:9]([C:6]2[CH:7]=[CH:8][C:3]([O:2][CH3:1])=[CH:4][CH:5]=2)[C:18]2[C:13](=[CH:14][C:15]([O:19][CH2:20][CH2:21][CH2:22][N:23]3[CH2:28][CH2:27][CH2:26][CH2:25][CH2:24]3)=[CH:16][CH:17]=2)[CH2:12]1. The yield is 0.380. The reactants are [CH3:1][O:2][C:3]1[CH:8]=[CH:7][C:6]([CH:9]2[C:18]3[C:13](=[CH:14][C:15]([O:19][CH2:20][CH2:21][CH2:22][N:23]4[CH2:28][CH2:27][CH2:26][CH2:25][CH2:24]4)=[CH:16][CH:17]=3)[CH2:12][N:11]([CH2:29][CH2:30]CO)[CH2:10]2)=[CH:5][CH:4]=1.C(O)(C(F)(F)[F:36])=O. (9) The reactants are [CH2:1]([N:3]1[CH2:13][CH:12]2[CH2:14][CH:5]([C:6]3[C:11]2=[CH:10][C:9]([NH2:15])=[CH:8][CH:7]=3)[CH2:4]1)[CH3:2].Cl[C:17]1[N:22]=[C:21]([NH:23][C:24]2[CH:33]=[CH:32][CH:31]=[CH:30][C:25]=2[C:26]([NH:28][CH3:29])=[O:27])[C:20]([Cl:34])=[CH:19][N:18]=1.Cl.O1CCOCC1.[Na]. The catalyst is O. The product is [Cl:34][C:20]1[C:21]([NH:23][C:24]2[CH:33]=[CH:32][CH:31]=[CH:30][C:25]=2[C:26]([NH:28][CH3:29])=[O:27])=[N:22][C:17]([NH:15][C:9]2[CH:10]=[C:11]3[C:6](=[CH:7][CH:8]=2)[CH:5]2[CH2:14][CH:12]3[CH2:13][N:3]([CH2:1][CH3:2])[CH2:4]2)=[N:18][CH:19]=1. The yield is 0.780. (10) The reactants are [C:1]([C:3]1[CH:4]=[C:5]2[C:10](=[CH:11][C:12]=1[O:13][C:14]1[CH:19]=[CH:18][C:17]([C:20](=[O:32])[NH:21][C:22]3[CH:27]=[CH:26][CH:25]=[C:24]([C:28]([F:31])([F:30])[F:29])[CH:23]=3)=[CH:16][CH:15]=1)[O:9][CH2:8][CH2:7][CH:6]2[C:33]([O:35]C)=[O:34])#[N:2].[OH-].[Na+]. The catalyst is C1COCC1.CO. The product is [C:1]([C:3]1[CH:4]=[C:5]2[C:10](=[CH:11][C:12]=1[O:13][C:14]1[CH:15]=[CH:16][C:17]([C:20](=[O:32])[NH:21][C:22]3[CH:27]=[CH:26][CH:25]=[C:24]([C:28]([F:31])([F:30])[F:29])[CH:23]=3)=[CH:18][CH:19]=1)[O:9][CH2:8][CH2:7][CH:6]2[C:33]([OH:35])=[O:34])#[N:2]. The yield is 0.542.